Dataset: Forward reaction prediction with 1.9M reactions from USPTO patents (1976-2016). Task: Predict the product of the given reaction. (1) Given the reactants [Cl:1][C:2]1[CH:7]=[CH:6][C:5]([C@H:8]2[C@@H:13]([C:14]3[CH:19]=[CH:18][C:17]([Cl:20])=[CH:16][CH:15]=3)[N:12]([C@H:21]([CH2:33][CH2:34][CH3:35])[C:22]([NH:24][CH2:25][CH2:26][CH2:27][C:28]([O:30][CH2:31][CH3:32])=[O:29])=[O:23])[C:11](=[O:36])[C@H:10]([CH2:37][C:38]3[CH:43]=[CH:42][C:41](I)=[CH:40][CH:39]=3)[O:9]2)=[CH:4][CH:3]=1.[CH3:45][N:46](C=O)C, predict the reaction product. The product is: [Cl:1][C:2]1[CH:7]=[CH:6][C:5]([C@H:8]2[C@@H:13]([C:14]3[CH:19]=[CH:18][C:17]([Cl:20])=[CH:16][CH:15]=3)[N:12]([C@H:21]([CH2:33][CH2:34][CH3:35])[C:22]([NH:24][CH2:25][CH2:26][CH2:27][C:28]([O:30][CH2:31][CH3:32])=[O:29])=[O:23])[C:11](=[O:36])[C@H:10]([CH2:37][C:38]3[CH:43]=[CH:42][C:41]([C:45]#[N:46])=[CH:40][CH:39]=3)[O:9]2)=[CH:4][CH:3]=1. (2) Given the reactants Br[C:2]1[CH:7]=[CH:6][C:5]([CH:8]2[C:13](=[O:14])[C:12]([CH3:16])([CH3:15])[O:11][C:10]([CH3:18])([CH3:17])[C:9]2=[O:19])=[C:4]([CH2:20][CH3:21])[CH:3]=1.[Br:22][C:23]1[CH:28]=[CH:27][C:26]([OH:29])=[C:25]([F:30])[CH:24]=1.C(=O)([O-])[O-].[Cs+].[Cs+].C(OCC)(=O)C, predict the reaction product. The product is: [Br:22][C:23]1[CH:28]=[CH:27][C:26]([O:29][C:2]2[CH:7]=[CH:6][C:5]([CH:8]3[C:13](=[O:14])[C:12]([CH3:15])([CH3:16])[O:11][C:10]([CH3:17])([CH3:18])[C:9]3=[O:19])=[C:4]([CH2:20][CH3:21])[CH:3]=2)=[C:25]([F:30])[CH:24]=1. (3) Given the reactants C([O-])([O-])=O.[K+:5].[K+].[CH3:7][N:8]1[C:15]2[CH:14]=[C:13]([C:16]([OH:18])=[O:17])[NH:12][C:11]=2[CH:10]=[CH:9]1, predict the reaction product. The product is: [K+:5].[CH3:7][N:8]1[C:15]2[CH:14]=[C:13]([C:16]([O-:18])=[O:17])[NH:12][C:11]=2[CH:10]=[CH:9]1. (4) The product is: [CH3:14][C:2]([NH2:15])([CH3:1])[CH2:3][C:4]1[CH:13]=[CH:12][C:11]2[C:6](=[CH:7][CH:8]=[CH:9][CH:10]=2)[CH:5]=1. Given the reactants [CH3:1][C:2]([NH:15]C(=O)C)([CH3:14])[CH2:3][C:4]1[CH:13]=[CH:12][C:11]2[C:6](=[CH:7][CH:8]=[CH:9][CH:10]=2)[CH:5]=1.Cl.[OH-].[Na+], predict the reaction product. (5) Given the reactants [C:1]([C:5]1[CH:6]=[C:7]([NH:18][C:19]([NH:21][C:22]2[C:31]3[C:26](=[CH:27][CH:28]=[CH:29][CH:30]=3)[C:25]([O:32][C:33]3[CH:38]=[CH:37][N:36]=[C:35](Cl)[N:34]=3)=[CH:24][CH:23]=2)=[O:20])[C:8]([O:16][CH3:17])=[C:9]([NH:11][S:12]([CH3:15])(=[O:14])=[O:13])[CH:10]=1)([CH3:4])([CH3:3])[CH3:2].[CH3:40][O:41][C:42]1[CH:43]=[C:44]([CH:46]=[C:47]([O:49][CH2:50][CH2:51][O:52][CH2:53][CH2:54][O:55][CH2:56][CH2:57][N:58]2[CH2:63][CH2:62][O:61][CH2:60][CH2:59]2)[CH:48]=1)[NH2:45], predict the reaction product. The product is: [C:1]([C:5]1[CH:6]=[C:7]([NH:18][C:19]([NH:21][C:22]2[C:31]3[C:26](=[CH:27][CH:28]=[CH:29][CH:30]=3)[C:25]([O:32][C:33]3[CH:38]=[CH:37][N:36]=[C:35]([NH:45][C:44]4[CH:46]=[C:47]([O:49][CH2:50][CH2:51][O:52][CH2:53][CH2:54][O:55][CH2:56][CH2:57][N:58]5[CH2:59][CH2:60][O:61][CH2:62][CH2:63]5)[CH:48]=[C:42]([O:41][CH3:40])[CH:43]=4)[N:34]=3)=[CH:24][CH:23]=2)=[O:20])[C:8]([O:16][CH3:17])=[C:9]([NH:11][S:12]([CH3:15])(=[O:14])=[O:13])[CH:10]=1)([CH3:4])([CH3:3])[CH3:2]. (6) Given the reactants [Cl:1][C:2]1[CH:7]=[CH:6][CH:5]=[C:4]([F:8])[C:3]=1[C:9]1[NH:13][C:12](=[O:14])[N:11]([C:15]2[CH:24]=[CH:23][C:18]([C:19](OC)=[O:20])=[C:17]([O:25][CH3:26])[CH:16]=2)[N:10]=1.[F:27][C:28]1[CH:37]=[CH:36][C:31]2[N:32]=[C:33]([NH2:35])[S:34][C:30]=2[CH:29]=1.C[Al](C)C, predict the reaction product. The product is: [Cl:1][C:2]1[CH:7]=[CH:6][CH:5]=[C:4]([F:8])[C:3]=1[C:9]1[NH:13][C:12](=[O:14])[N:11]([C:15]2[CH:24]=[CH:23][C:18]([C:19]([NH:35][C:33]3[S:34][C:30]4[CH:29]=[C:28]([F:27])[CH:37]=[CH:36][C:31]=4[N:32]=3)=[O:20])=[C:17]([O:25][CH3:26])[CH:16]=2)[N:10]=1. (7) Given the reactants [F:1][C:2]([F:41])([F:40])[C:3]1[CH:4]=[C:5]([C@H:13]([O:15][C@H:16]2[CH2:21][CH2:20][N:19]([C:22](OC3C=CC([N+]([O-])=O)=CC=3)=[O:23])[CH2:18][C@H:17]2[C:34]2[CH:39]=[CH:38][CH:37]=[CH:36][CH:35]=2)[CH3:14])[CH:6]=[C:7]([C:9]([F:12])([F:11])[F:10])[CH:8]=1.[NH:42]1[CH2:47][CH2:46][CH:45]([N:48]2[CH2:53][CH2:52][CH2:51][O:50][C:49]2=[O:54])[CH2:44][CH2:43]1, predict the reaction product. The product is: [F:1][C:2]([F:41])([F:40])[C:3]1[CH:4]=[C:5]([C@H:13]([O:15][C@H:16]2[CH2:21][CH2:20][N:19]([C:22]([N:42]3[CH2:47][CH2:46][CH:45]([N:48]4[CH2:53][CH2:52][CH2:51][O:50][C:49]4=[O:54])[CH2:44][CH2:43]3)=[O:23])[CH2:18][C@H:17]2[C:34]2[CH:35]=[CH:36][CH:37]=[CH:38][CH:39]=2)[CH3:14])[CH:6]=[C:7]([C:9]([F:11])([F:10])[F:12])[CH:8]=1. (8) Given the reactants C([O:3][CH2:4][CH2:5][CH2:6][N:7]1[C:12](=[O:13])[C:11]2[C:14]([CH2:19][C:20]3[CH:21]=[N:22][C:23]([C:26]([F:29])([F:28])[F:27])=[CH:24][CH:25]=3)=[C:15](Br)[CH:16]=[N:17][C:10]=2[N:9]([CH3:30])[C:8]1=[O:31])=O.[Cl:32][C:33]1[CH:34]=[C:35]([OH:39])[CH:36]=[CH:37][CH:38]=1.C([O-])([O-])=O.[Cs+].[Cs+].CN(C)CC(O)=O, predict the reaction product. The product is: [Cl:32][C:33]1[CH:34]=[C:35]([CH:36]=[CH:37][CH:38]=1)[O:39][C:15]1[CH:16]=[N:17][C:10]2[N:9]([CH3:30])[C:8](=[O:31])[N:7]([CH2:6][CH2:5][CH2:4][OH:3])[C:12](=[O:13])[C:11]=2[C:14]=1[CH2:19][C:20]1[CH:21]=[N:22][C:23]([C:26]([F:28])([F:29])[F:27])=[CH:24][CH:25]=1. (9) Given the reactants Br[C:2]1[CH:3]=[C:4]([CH:18]=[C:19]([CH3:21])[CH:20]=1)[C:5]([C:7]1[NH:12][C:11](=[O:13])[NH:10][C:9](=[O:14])[C:8]=1[CH:15]([CH3:17])[CH3:16])=[O:6].C([O-])([O-])=O.[K+].[K+].I[CH2:29][CH3:30].[CH3:31][N:32](C=O)C, predict the reaction product. The product is: [CH2:29]([N:12]1[C:7]([C:5]([C:4]2[CH:3]=[C:2]([CH:20]=[C:19]([CH3:21])[CH:18]=2)[C:31]#[N:32])=[O:6])=[C:8]([CH:15]([CH3:17])[CH3:16])[C:9](=[O:14])[NH:10][C:11]1=[O:13])[CH3:30].